From a dataset of Full USPTO retrosynthesis dataset with 1.9M reactions from patents (1976-2016). Predict the reactants needed to synthesize the given product. (1) Given the product [NH2:16][C:15]1[N:14]=[CH:13][N:12]=[C:11]2[N:7]([CH:3]3[CH2:4][CH2:5][CH2:6][N:1]([C:27](=[O:28])[CH2:26][NH:25][C:20]4[CH:19]=[C:18]([Cl:17])[CH:23]=[C:22]([Cl:24])[CH:21]=4)[CH2:2]3)[N:8]=[CH:9][C:10]=12, predict the reactants needed to synthesize it. The reactants are: [NH:1]1[CH2:6][CH2:5][CH2:4][CH:3]([N:7]2[C:11]3=[N:12][CH:13]=[N:14][C:15]([NH2:16])=[C:10]3[CH:9]=[N:8]2)[CH2:2]1.[Cl:17][C:18]1[CH:19]=[C:20]([NH:25][CH2:26][C:27](O)=[O:28])[CH:21]=[C:22]([Cl:24])[CH:23]=1.CN(C(ON1N=NC2C=CC=CC1=2)=[N+](C)C)C.F[P-](F)(F)(F)(F)F.CCN(C(C)C)C(C)C. (2) Given the product [ClH:1].[Cl:1][C:2]1[C:3]([CH3:36])=[C:4]([NH:8][C:9]([C:11]2[C:19]3[N:18]=[C:17]([CH2:20][O:21][CH3:22])[NH:16][C:15]=3[CH:14]=[C:13]([NH:23][C:24]([C:26]3[CH:31]=[CH:30][CH:29]=[CH:28][C:27]=3[C:32]([F:33])([F:34])[F:35])=[O:25])[CH:12]=2)=[O:10])[CH:5]=[CH:6][CH:7]=1, predict the reactants needed to synthesize it. The reactants are: [Cl:1][C:2]1[C:3]([CH3:36])=[C:4]([NH:8][C:9]([C:11]2[C:19]3[N:18]=[C:17]([CH2:20][O:21][CH3:22])[NH:16][C:15]=3[CH:14]=[C:13]([NH:23][C:24]([C:26]3[CH:31]=[CH:30][CH:29]=[CH:28][C:27]=3[C:32]([F:35])([F:34])[F:33])=[O:25])[CH:12]=2)=[O:10])[CH:5]=[CH:6][CH:7]=1.Cl. (3) Given the product [Cl:1][C:2]1[CH:3]=[C:4]([C:10]2[CH:14]=[CH:13][N:12]([CH2:15][C@@H:16]([NH:18][C:19]([C:21]3[N:22]=[C:23]([CH3:26])[N:24]([CH2:28][CH2:27][C:29](=[O:30])[CH3:31])[CH:25]=3)=[O:20])[CH3:17])[N:11]=2)[CH:5]=[CH:6][C:7]=1[C:8]#[N:9], predict the reactants needed to synthesize it. The reactants are: [Cl:1][C:2]1[CH:3]=[C:4]([C:10]2[CH:14]=[CH:13][N:12]([CH2:15][C@@H:16]([NH:18][C:19]([C:21]3[N:22]=[C:23]([CH3:26])[NH:24][CH:25]=3)=[O:20])[CH3:17])[N:11]=2)[CH:5]=[CH:6][C:7]=1[C:8]#[N:9].[CH:27]([C:29]([CH3:31])=[O:30])=[CH2:28]. (4) Given the product [CH3:45][C:46]1([CH3:53])[O:50][CH:49]([CH2:51][NH:23][C:20]2[CH:21]=[CH:22][C:17]([CH:3]([C:4]([NH:5][C:6]3[CH:7]=[CH:8][CH:9]=[C:10]4[C:15]=3[N:14]=[CH:13][CH:12]=[CH:11]4)=[O:16])[C:2]([NH:34][C:35]3[CH:36]=[CH:37][CH:38]=[C:39]4[C:44]=3[N:43]=[CH:42][CH:41]=[CH:40]4)=[O:1])=[CH:18][CH:19]=2)[CH2:48][O:47]1, predict the reactants needed to synthesize it. The reactants are: [O:1]=[C:2]([NH:34][C:35]1[CH:36]=[CH:37][CH:38]=[C:39]2[C:44]=1[N:43]=[CH:42][CH:41]=[CH:40]2)[CH:3]([C:17]1[CH:22]=[CH:21][C:20]([NH:23]C(=O)OCC2C=CC=CC=2)=[CH:19][CH:18]=1)[C:4](=[O:16])[NH:5][C:6]1[CH:7]=[CH:8][CH:9]=[C:10]2[C:15]=1[N:14]=[CH:13][CH:12]=[CH:11]2.[CH3:45][C:46]1([CH3:53])[O:50][C@@H:49]([CH:51]=O)[CH2:48][O:47]1.C(O[BH-](OC(=O)C)OC(=O)C)(=O)C.[Na+]. (5) The reactants are: [CH3:1][C:2]1([CH3:11])[CH2:7][C:6](=[O:8])[CH2:5][C:4]([CH3:10])([CH3:9])[NH:3]1.[OH2:12]. Given the product [OH:12][N:3]1[C:4]([CH3:10])([CH3:9])[CH2:5][C:6](=[O:8])[CH2:7][C:2]1([CH3:11])[CH3:1], predict the reactants needed to synthesize it. (6) Given the product [CH3:16][C:15]1[N:14]([CH2:18][C:19]2[CH:24]=[CH:23][CH:22]=[C:21]([C:25]([F:26])([F:27])[F:28])[C:20]=2[CH3:29])[C:4]2[N:5]=[C:6]([N:8]3[CH2:13][CH2:12][O:11][CH2:10][CH2:9]3)[S:7][C:3]=2[C:1](=[O:31])[N:2]=1, predict the reactants needed to synthesize it. The reactants are: [C:1]([C:3]1[S:7][C:6]([N:8]2[CH2:13][CH2:12][O:11][CH2:10][CH2:9]2)=[N:5][C:4]=1[N:14]([CH2:18][C:19]1[CH:24]=[CH:23][CH:22]=[C:21]([C:25]([F:28])([F:27])[F:26])[C:20]=1[CH3:29])[C:15](=O)[CH3:16])#[N:2].B1([O-])O[O:31]1.O.O.O.O.[Na+].C(=O)([O-])[O-].[K+].[K+].O1CCCC1. (7) Given the product [C:1]([C:5]1[CH:6]=[C:7]2[C:12](=[C:13]([F:15])[CH:14]=1)[C:11](=[O:16])[N:10]([C:17]1[C:18]([CH2:19][OH:20])=[C:21]([C:25]3[CH:30]=[C:29]([NH:31][C:32]4[CH:41]=[C:35]5[CH2:36][N:37]([CH3:40])[CH2:38][CH2:39][N:34]5[N:33]=4)[C:28](=[O:42])[N:27]([CH3:43])[N:26]=3)[CH:22]=[CH:23][N:24]=1)[N:9]=[CH:8]2)([CH3:4])([CH3:2])[CH3:3], predict the reactants needed to synthesize it. The reactants are: [C:1]([C:5]1[CH:6]=[C:7]2[C:12](=[C:13]([F:15])[CH:14]=1)[C:11](=[O:16])[N:10]([C:17]1[N:24]=[CH:23][CH:22]=[C:21]([C:25]3[CH:30]=[C:29]([NH:31][C:32]4[CH:41]=[C:35]5[CH2:36][N:37]([CH3:40])[CH2:38][CH2:39][N:34]5[N:33]=4)[C:28](=[O:42])[N:27]([CH3:43])[N:26]=3)[C:18]=1[CH:19]=[O:20])[N:9]=[CH:8]2)([CH3:4])([CH3:3])[CH3:2].[BH4-].[Na+]. (8) The reactants are: [CH3:1][C:2]1([CH3:12])[O:6][C:5](=[CH:7][C:8](Cl)=[O:9])[C:4](=[O:11])[O:3]1.[CH2:13]([O:15][NH:16][CH2:17][C:18]1[CH:23]=[CH:22][C:21]([F:24])=[CH:20][CH:19]=1)[CH3:14]. Given the product [CH3:1][C:2]1([CH3:12])[O:6][C:5](=[CH:7][C:8]([N:16]([O:15][CH2:13][CH3:14])[CH2:17][C:18]2[CH:19]=[CH:20][C:21]([F:24])=[CH:22][CH:23]=2)=[O:9])[C:4](=[O:11])[O:3]1, predict the reactants needed to synthesize it.